Dataset: Forward reaction prediction with 1.9M reactions from USPTO patents (1976-2016). Task: Predict the product of the given reaction. (1) Given the reactants C1(NC2CCCCC2)CCCCC1.[Li]CCCC.[F:19][C:20]1[CH:25]=[CH:24][C:23]([CH2:26][C:27]([O:29][CH3:30])=[O:28])=[CH:22][CH:21]=1.Br[C:32]1[CH:33]=[N:34][C:35]([N:38]2[CH2:43][CH2:42][N:41]([C:44]([O:46][C:47]([CH3:50])([CH3:49])[CH3:48])=[O:45])[CH2:40][CH2:39]2)=[N:36][CH:37]=1.P(C(C)(C)C)(C(C)(C)C)C(C)(C)C, predict the reaction product. The product is: [F:19][C:20]1[CH:21]=[CH:22][C:23]([CH:26]([C:32]2[CH:37]=[N:36][C:35]([N:38]3[CH2:39][CH2:40][N:41]([C:44]([O:46][C:47]([CH3:50])([CH3:49])[CH3:48])=[O:45])[CH2:42][CH2:43]3)=[N:34][CH:33]=2)[C:27]([O:29][CH3:30])=[O:28])=[CH:24][CH:25]=1. (2) Given the reactants C([O:5][C:6](=[O:27])[CH2:7][N:8]1[C:26]2[C:21](=[CH:22][CH:23]=[CH:24][CH:25]=2)[C:10]2([CH2:15][CH2:14][N:13]([CH2:16][C:17]([F:20])([F:19])[F:18])[CH2:12][CH2:11]2)[CH2:9]1)(C)(C)C, predict the reaction product. The product is: [F:19][C:17]([F:18])([F:20])[CH2:16][N:13]1[CH2:14][CH2:15][C:10]2([C:21]3[C:26](=[CH:25][CH:24]=[CH:23][CH:22]=3)[N:8]([CH2:7][C:6]([OH:27])=[O:5])[CH2:9]2)[CH2:11][CH2:12]1.